This data is from Forward reaction prediction with 1.9M reactions from USPTO patents (1976-2016). The task is: Predict the product of the given reaction. (1) The product is: [CH3:20][O:21][C:22]1[CH:29]=[C:28]([CH3:30])[C:27]([O:31][CH3:32])=[CH:26][C:23]=1[CH:24]([OH:25])[C:9]#[C:8][C:6]1[CH:7]=[CH:2][CH:3]=[CH:4][CH:5]=1. Given the reactants F[C:2]1[CH:3]=[CH:4][C:5](OC)=[C:6]([CH:8](O)[C:9]#CC2C=CC=CC=2)[CH:7]=1.[CH3:20][O:21][C:22]1[CH:29]=[C:28]([CH3:30])[C:27]([O:31][CH3:32])=[CH:26][C:23]=1[CH:24]=[O:25], predict the reaction product. (2) Given the reactants Br[C:2]1[C:6]([C:7]2[CH:12]=[CH:11][N:10]=[CH:9][CH:8]=2)=[C:5]([C:13]2[CH:18]=[CH:17][C:16]([F:19])=[C:15]([F:20])[CH:14]=2)[NH:4][N:3]=1.[C:21]1([C@H:27]2[CH2:35][N:34]3[C@H:29]([CH2:30][C:31](=O)[CH2:32][CH2:33]3)[CH2:28]2)[CH:26]=[CH:25][CH:24]=[CH:23][CH:22]=1.C(OCC)(=O)C.CO, predict the reaction product. The product is: [F:20][C:15]1[CH:14]=[C:13]([C:5]2[NH:4][N:3]=[C:2]([C:31]3[CH2:32][CH2:33][N:34]4[C@H:29]([CH:30]=3)[CH2:28][C@@H:27]([C:21]3[CH:22]=[CH:23][CH:24]=[CH:25][CH:26]=3)[CH2:35]4)[C:6]=2[C:7]2[CH:12]=[CH:11][N:10]=[CH:9][CH:8]=2)[CH:18]=[CH:17][C:16]=1[F:19]. (3) Given the reactants [NH2:1][C:2]1[N:3]=[CH:4][C:5]([C:8]2[C:9]([F:19])=[C:10]([OH:18])[C:11]([CH:14]3[CH2:17][CH2:16][CH2:15]3)=[CH:12][CH:13]=2)=[N:6][CH:7]=1.Cl[C:21]1[CH:26]=[C:25]([CH3:27])[N:24]=[C:23]([NH2:28])[N:22]=1.C([O-])([O-])=O.[K+].[K+].C1OCCOCCOCCOCCOCCOC1, predict the reaction product. The product is: [NH2:1][C:2]1[N:3]=[CH:4][C:5]([C:8]2[C:9]([F:19])=[C:10]([C:11]([CH:14]3[CH2:15][CH2:16][CH2:17]3)=[CH:12][CH:13]=2)[O:18][C:21]2[CH:26]=[C:25]([CH3:27])[N:24]=[C:23]([NH2:28])[N:22]=2)=[N:6][CH:7]=1. (4) Given the reactants [CH:1]1([C:6]2[CH:15]=[C:14]3[C:9]([C:10](=[O:18])[CH2:11][C:12]([CH3:17])([CH3:16])[O:13]3)=[C:8]([O:19][CH3:20])[C:7]=2[CH:21]=[O:22])[CH2:5][CH2:4][CH2:3][CH2:2]1.Br[Mg][C:25]1[CH:30]=[CH:29][C:28]([C:31]([F:34])([F:33])[F:32])=[CH:27][CH:26]=1.C(=O)(O)[O-].[Na+], predict the reaction product. The product is: [CH:1]1([C:6]2[CH:15]=[C:14]3[C:9]([C:10](=[O:18])[CH2:11][C:12]([CH3:17])([CH3:16])[O:13]3)=[C:8]([O:19][CH3:20])[C:7]=2[CH:21]([OH:22])[C:25]2[CH:30]=[CH:29][C:28]([C:31]([F:34])([F:33])[F:32])=[CH:27][CH:26]=2)[CH2:2][CH2:3][CH2:4][CH2:5]1. (5) Given the reactants C([S:8][C:9]1[CH:10]=[C:11]2[C:16](=[CH:17][CH:18]=1)[C:15]([Cl:19])=[N:14][CH:13]=[C:12]2[F:20])C1C=CC=CC=1.ClN1C(C)(C)C(=[O:29])N(Cl)C1=O.[F:32][C:33]1[C:38]([F:39])=[C:37]([F:40])[C:36]([F:41])=[C:35]([F:42])[C:34]=1[OH:43].C(N(CC)CC)C.[OH2:51], predict the reaction product. The product is: [Cl:19][C:15]1[C:16]2[C:11](=[CH:10][C:9]([S:8]([O:43][C:34]3[C:33]([F:32])=[C:38]([F:39])[C:37]([F:40])=[C:36]([F:41])[C:35]=3[F:42])(=[O:29])=[O:51])=[CH:18][CH:17]=2)[C:12]([F:20])=[CH:13][N:14]=1. (6) The product is: [Br:1][C:2]1[CH:3]=[C:4]([NH:5][C:11]2[N:16]=[C:15]([CH3:17])[CH:14]=[CH:13][N:12]=2)[CH:6]=[C:7]([Br:9])[CH:8]=1. Given the reactants [Br:1][C:2]1[CH:3]=[C:4]([CH:6]=[C:7]([Br:9])[CH:8]=1)[NH2:5].Cl[C:11]1[N:16]=[C:15]([CH3:17])[CH:14]=[CH:13][N:12]=1.C(O)(=O)C, predict the reaction product. (7) The product is: [CH2:16]([O:3][C:4]1[CH:5]=[C:6]2[C:11](=[CH:12][CH:13]=1)[N:10]=[CH:9][CH:8]=[CH:7]2)[CH:15]=[CH2:14]. Given the reactants [H-].[Na+].[OH:3][C:4]1[CH:5]=[C:6]2[C:11](=[CH:12][CH:13]=1)[N:10]=[CH:9][CH:8]=[CH:7]2.[CH2:14](Br)[CH:15]=[CH2:16], predict the reaction product.